Dataset: M1 muscarinic receptor antagonist screen with 61,756 compounds. Task: Binary Classification. Given a drug SMILES string, predict its activity (active/inactive) in a high-throughput screening assay against a specified biological target. (1) The compound is S(=O)(=O)(c1c(n(c2nc3n(c(=O)c2c1)cccc3C)Cc1occc1)=N)c1cc(c(cc1)C)C. The result is 0 (inactive). (2) The compound is Clc1ccc(NC(=O)N2CCN(CC2)c2nn3c(nnc3c3ccc(F)cc3)cc2)cc1. The result is 1 (active). (3) The molecule is S(=O)(=O)(N1CCC(CC1)C(=O)NC1CCN(CC1)C(OCC)=O)c1sccc1. The result is 0 (inactive). (4) The drug is N(CC1N(CCC1)CC)C1=NCCCCC1. The result is 0 (inactive). (5) The compound is Oc1c2c(n(CC)c(=O)c1C(=O)NCc1cccnc1)cccc2. The result is 0 (inactive). (6) The molecule is s1\c([nH]c(c2ccccc2)c1)=C(\N=O)C#N. The result is 0 (inactive). (7) The molecule is N1(CCC(CC1)C)c1nnc(N2CCC(CC2)C)c2c1cccc2. The result is 0 (inactive). (8) The compound is S(=O)(=O)(CCSc1oc2c(n1)cccc2)Cc1ccccc1. The result is 0 (inactive). (9) The result is 0 (inactive). The drug is S(c1n(c(nn1)c1ccc(cc1)C)C)CC(=O)CC(=O)Nc1c(OC)cccc1. (10) The compound is Oc1c(N\C=C2\C(=O)C(OCC)=CC=C2)cc(cc1C)C. The result is 0 (inactive).